From a dataset of Full USPTO retrosynthesis dataset with 1.9M reactions from patents (1976-2016). Predict the reactants needed to synthesize the given product. (1) Given the product [Cl:7][C:8]1[CH:9]=[CH:10][C:11]([O:24][CH2:25][CH:26]([CH3:28])[CH3:27])=[C:12]([CH2:14][C:15]2[N:20]=[C:19]([C:21]([NH2:29])=[O:22])[CH:18]=[CH:17][CH:16]=2)[CH:13]=1, predict the reactants needed to synthesize it. The reactants are: C(Cl)(=O)C(Cl)=O.[Cl:7][C:8]1[CH:9]=[CH:10][C:11]([O:24][CH2:25][CH:26]([CH3:28])[CH3:27])=[C:12]([CH2:14][C:15]2[N:20]=[C:19]([C:21](O)=[O:22])[CH:18]=[CH:17][CH:16]=2)[CH:13]=1.[NH3:29]. (2) Given the product [CH3:18][N:19]1[CH2:24][CH2:23][N:22]([S:14]([C:5]2[CH:6]=[CH:7][C:8]([C:10]([F:13])([F:12])[F:11])=[CH:9][C:4]=2[N+:1]([O-:3])=[O:2])(=[O:16])=[O:15])[CH2:21][CH2:20]1, predict the reactants needed to synthesize it. The reactants are: [N+:1]([C:4]1[CH:9]=[C:8]([C:10]([F:13])([F:12])[F:11])[CH:7]=[CH:6][C:5]=1[S:14](Cl)(=[O:16])=[O:15])([O-:3])=[O:2].[CH3:18][N:19]1[CH2:24][CH2:23][NH:22][CH2:21][CH2:20]1. (3) Given the product [NH2:1][C:4]1[CH:5]=[CH:6][C:7]([N:10]2[CH2:11][CH2:12][NH:13][CH2:14][CH2:15][NH:16][CH2:17][CH2:18]2)=[CH:8][CH:9]=1, predict the reactants needed to synthesize it. The reactants are: [N+:1]([C:4]1[CH:9]=[CH:8][C:7]([N:10]2[CH2:18][CH2:17][NH:16][CH2:15][CH2:14][NH:13][CH2:12][CH2:11]2)=[CH:6][CH:5]=1)([O-])=O.[Cl-].[NH4+]. (4) Given the product [Br:20][C:17]1[CH:18]=[CH:19][C:14]([NH:13][C:6]2[N:7]([CH3:12])[C:8](=[O:11])[CH:9]=[CH:10][C:5]=2[C:3]([OH:4])=[O:2])=[C:15]([F:21])[CH:16]=1, predict the reactants needed to synthesize it. The reactants are: C[O:2][C:3]([C:5]1[CH:10]=[CH:9][C:8](=[O:11])[N:7]([CH3:12])[C:6]=1[NH:13][C:14]1[CH:19]=[CH:18][C:17]([Br:20])=[CH:16][C:15]=1[F:21])=[O:4].[OH-].[Na+].Cl.